Predict the reaction yield, written as a fraction of the theoretical maximum amount of product (1.0 means a 100% yield; for example, 0.34 means a 34% yield). From a dataset of Reaction yield outcomes from USPTO patents with 853,638 reactions. The reactants are [C:1]1([C:7]2[C:8]([C:18]([O:20][CH3:21])=[O:19])=[CH:9][NH:10][C:11]=2[C:12]2[CH:17]=[CH:16][CH:15]=[CH:14][CH:13]=2)[CH:6]=[CH:5][CH:4]=[CH:3][CH:2]=1.[H-].[Na+].[C:24]1([S:30](Cl)(=[O:32])=[O:31])[CH:29]=[CH:28][CH:27]=[CH:26][CH:25]=1. No catalyst specified. The product is [C:1]1([C:7]2[C:8]([C:18]([O:20][CH3:21])=[O:19])=[CH:9][N:10]([S:30]([C:24]3[CH:29]=[CH:28][CH:27]=[CH:26][CH:25]=3)(=[O:32])=[O:31])[C:11]=2[C:12]2[CH:13]=[CH:14][CH:15]=[CH:16][CH:17]=2)[CH:2]=[CH:3][CH:4]=[CH:5][CH:6]=1. The yield is 0.790.